From a dataset of Full USPTO retrosynthesis dataset with 1.9M reactions from patents (1976-2016). Predict the reactants needed to synthesize the given product. Given the product [C:40]([NH:39][C:37]1[S:38][C:8]([C:6]2[CH:5]=[CH:4][N:3]=[C:2]([Cl:1])[N:7]=2)=[C:9]([C:11]2[CH:12]=[C:13]([NH:17][C:18](=[O:27])[C:19]3[C:24]([F:25])=[CH:23][CH:22]=[CH:21][C:20]=3[F:26])[CH:14]=[CH:15][CH:16]=2)[N:36]=1)(=[O:42])[CH3:41], predict the reactants needed to synthesize it. The reactants are: [Cl:1][C:2]1[N:7]=[C:6](/[CH:8]=[C:9](\[C:11]2[CH:12]=[C:13]([NH:17][C:18](=[O:27])[C:19]3[C:24]([F:25])=[CH:23][CH:22]=[CH:21][C:20]=3[F:26])[CH:14]=[CH:15][CH:16]=2)/O)[CH:5]=[CH:4][N:3]=1.C1C(=O)N(Br)C(=O)C1.[NH2:36][C:37]([NH:39][C:40](=[O:42])[CH3:41])=[S:38].